This data is from Forward reaction prediction with 1.9M reactions from USPTO patents (1976-2016). The task is: Predict the product of the given reaction. (1) Given the reactants [Br:1][C:2]1[CH:7]=[CH:6][C:5]([C:8]2[C:9]([C:20]3[CH:25]=[CH:24][C:23]([C:26]#[N:27])=[CH:22][C:21]=3[CH3:28])=[C:10]([CH2:13][CH2:14][C:15]([O:17]CC)=[O:16])[S:11][CH:12]=2)=[CH:4][CH:3]=1.[OH-:29].[Na+].OO, predict the reaction product. The product is: [Br:1][C:2]1[CH:3]=[CH:4][C:5]([C:8]2[C:9]([C:20]3[CH:25]=[CH:24][C:23]([C:26](=[O:29])[NH2:27])=[CH:22][C:21]=3[CH3:28])=[C:10]([CH2:13][CH2:14][C:15]([OH:17])=[O:16])[S:11][CH:12]=2)=[CH:6][CH:7]=1. (2) Given the reactants C(OCC)C.O=[C:7]1[CH2:12][CH2:11][N:10]([C:13]([O:15][C:16]([CH3:19])([CH3:18])[CH3:17])=[O:14])[CH2:9][CH2:8]1.[C-:20]#[N:21].[Na+].C(=O)([O-])O.[Na+], predict the reaction product. The product is: [C:20]([C:7]1[CH2:12][CH2:11][N:10]([C:13]([O:15][C:16]([CH3:19])([CH3:18])[CH3:17])=[O:14])[CH2:9][CH:8]=1)#[N:21]. (3) Given the reactants [CH3:1][NH:2][CH3:3].Br[CH2:5][C:6]1[CH:7]=[C:8]2[C:13](=[CH:14][CH:15]=1)[O:12][C:11]([C:16]1[CH:21]=[CH:20][C:19]([OH:22])=[CH:18][CH:17]=1)=[CH:10][C:9]2=[O:23], predict the reaction product. The product is: [CH3:1][N:2]([CH2:5][C:6]1[CH:7]=[C:8]2[C:13](=[CH:14][CH:15]=1)[O:12][C:11]([C:16]1[CH:21]=[CH:20][C:19]([OH:22])=[CH:18][CH:17]=1)=[CH:10][C:9]2=[O:23])[CH3:3].